Dataset: Full USPTO retrosynthesis dataset with 1.9M reactions from patents (1976-2016). Task: Predict the reactants needed to synthesize the given product. (1) The reactants are: [C:1]([O:5][C:6](=[O:29])[N:7]([CH2:17][CH2:18][CH2:19][C:20]1[CH:25]=[CH:24][C:23]([N+:26]([O-:28])=[O:27])=[CH:22][CH:21]=1)[CH2:8][CH2:9][NH:10]C(=O)C(F)(F)F)([CH3:4])([CH3:3])[CH3:2].C(=O)([O-])[O-].[K+].[K+].CO. Given the product [C:1]([O:5][C:6](=[O:29])[N:7]([CH2:8][CH2:9][NH2:10])[CH2:17][CH2:18][CH2:19][C:20]1[CH:21]=[CH:22][C:23]([N+:26]([O-:28])=[O:27])=[CH:24][CH:25]=1)([CH3:2])([CH3:4])[CH3:3], predict the reactants needed to synthesize it. (2) Given the product [F:36][CH:2]([F:1])[C:3]1[N:7]([C:8]2[CH:13]=[C:12]([N:14]3[CH2:19][CH2:18][O:17][CH2:16][CH2:15]3)[N:11]=[C:10]([NH:20][CH2:21][C@H:22]3[CH2:27][CH2:26][C@H:25]([C:28]([OH:30])=[O:29])[CH2:24][CH2:23]3)[N:9]=2)[C:6]2[CH:32]=[CH:33][CH:34]=[CH:35][C:5]=2[N:4]=1, predict the reactants needed to synthesize it. The reactants are: [F:1][CH:2]([F:36])[C:3]1[N:7]([C:8]2[CH:13]=[C:12]([N:14]3[CH2:19][CH2:18][O:17][CH2:16][CH2:15]3)[N:11]=[C:10]([NH:20][CH2:21][C@H:22]3[CH2:27][CH2:26][C@H:25]([C:28]([O:30]C)=[O:29])[CH2:24][CH2:23]3)[N:9]=2)[C:6]2[CH:32]=[CH:33][CH:34]=[CH:35][C:5]=2[N:4]=1.[OH-].[Na+].Cl. (3) Given the product [Cl:33][C:34]1[CH:66]=[C:65]([Cl:67])[CH:64]=[CH:63][C:35]=1[C:36]([NH:38][C:39]1[CH:44]=[CH:43][C:42]([C:45]2[CH:53]=[C:52]3[C:48]([CH2:49][N:50]([C@@H:55]([CH:60]([CH3:62])[CH3:61])[C:56]([OH:58])=[O:57])[C:51]3=[O:54])=[CH:47][CH:46]=2)=[CH:41][CH:40]=1)=[O:37], predict the reactants needed to synthesize it. The reactants are: C(NC1C=CC(C2C=C3C(CN([C@@H](C(C)C)C(O)=O)C3=O)=CC=2)=CC=1)(=O)C1C=CC=CC=1.[Cl:33][C:34]1[CH:66]=[C:65]([Cl:67])[CH:64]=[CH:63][C:35]=1[C:36]([NH:38][C:39]1[CH:44]=[CH:43][C:42]([C:45]2[CH:53]=[C:52]3[C:48]([CH2:49][N:50]([C@@H:55]([CH:60]([CH3:62])[CH3:61])[C:56]([O:58]C)=[O:57])[C:51]3=[O:54])=[CH:47][CH:46]=2)=[CH:41][CH:40]=1)=[O:37]. (4) Given the product [Cl:27][C:28]1[CH:29]=[C:30]([C:2]2[CH:3]=[C:4]3[C:9](=[CH:10][CH:11]=2)[N:8]=[CH:7][C:6]([S:12]([CH3:15])(=[O:14])=[O:13])=[C:5]3[N:16]2[CH2:17][CH2:18][CH:19]([CH:22]([N:24]([CH3:26])[CH3:25])[CH3:23])[CH2:20][CH2:21]2)[CH:31]=[CH:32][C:33]=1[OH:34], predict the reactants needed to synthesize it. The reactants are: Br[C:2]1[CH:3]=[C:4]2[C:9](=[CH:10][CH:11]=1)[N:8]=[CH:7][C:6]([S:12]([CH3:15])(=[O:14])=[O:13])=[C:5]2[N:16]1[CH2:21][CH2:20][CH:19]([CH:22]([N:24]([CH3:26])[CH3:25])[CH3:23])[CH2:18][CH2:17]1.[Cl:27][C:28]1[CH:29]=[C:30](B(O)O)[CH:31]=[CH:32][C:33]=1[OH:34]. (5) Given the product [S:40]1[C:29]2([CH2:32][N:31]([C:33]([O:35][C:36]([CH3:39])([CH3:38])[CH3:37])=[O:34])[CH2:30]2)[CH2:28][CH2:27]1, predict the reactants needed to synthesize it. The reactants are: C1(P(C2C=CC=CC=2)(C2C=CC=CC=2)(OCC)OCC)C=CC=CC=1.O[CH2:27][CH2:28][C:29]1([SH:40])[CH2:32][N:31]([C:33]([O:35][C:36]([CH3:39])([CH3:38])[CH3:37])=[O:34])[CH2:30]1.CCOC(C)=O. (6) Given the product [CH3:18][O:17][C:10]1[CH:11]=[C:12]([CH:13]=[CH:27][C:28]([O:30][CH2:31][CH3:32])=[O:29])[CH:15]=[CH:16][C:9]=1[O:8][CH2:1][C:2]1[CH:7]=[CH:6][CH:5]=[CH:4][CH:3]=1, predict the reactants needed to synthesize it. The reactants are: [CH2:1]([O:8][C:9]1[CH:16]=[CH:15][C:12]([CH:13]=O)=[CH:11][C:10]=1[O:17][CH3:18])[C:2]1[CH:7]=[CH:6][CH:5]=[CH:4][CH:3]=1.C(OP([CH2:27][C:28]([O:30][CH2:31][CH3:32])=[O:29])(OCC)=O)C.C(=O)([O-])[O-].[K+].[K+]. (7) Given the product [CH3:23][S:24]([O:1][CH:2]1[CH2:7][CH2:6][CH:5]([NH:8][C:9](=[O:15])[O:10][C:11]([CH3:12])([CH3:14])[CH3:13])[CH2:4][CH2:3]1)(=[O:26])=[O:25], predict the reactants needed to synthesize it. The reactants are: [OH:1][CH:2]1[CH2:7][CH2:6][CH:5]([NH:8][C:9](=[O:15])[O:10][C:11]([CH3:14])([CH3:13])[CH3:12])[CH2:4][CH2:3]1.C(N(CC)CC)C.[CH3:23][S:24](Cl)(=[O:26])=[O:25].O.